This data is from Forward reaction prediction with 1.9M reactions from USPTO patents (1976-2016). The task is: Predict the product of the given reaction. (1) Given the reactants [CH:1]([C:3]1[N:4]=[CH:5][NH:6][CH:7]=1)=[O:2].C(#N)C.C(N(CC)CC)C.[C:18]1([S:24](Cl)(=[O:26])=[O:25])[CH:23]=[CH:22][CH:21]=[CH:20][CH:19]=1, predict the reaction product. The product is: [C:18]1([S:24]([N:6]2[CH:7]=[C:3]([CH:1]=[O:2])[N:4]=[CH:5]2)(=[O:26])=[O:25])[CH:23]=[CH:22][CH:21]=[CH:20][CH:19]=1. (2) Given the reactants C([O:8][C:9]1[CH:10]=[C:11]([CH:33]=[C:34]([CH:36]([CH3:38])[CH3:37])[CH:35]=1)[CH2:12][NH:13][CH2:14][C@@H:15]([OH:32])[C@@H:16]([NH:24]C(=O)OC(C)(C)C)[CH2:17][C:18]1[CH:23]=[CH:22][CH:21]=[CH:20][CH:19]=1)C1C=CC=CC=1, predict the reaction product. The product is: [NH2:24][C@@H:16]([CH2:17][C:18]1[CH:19]=[CH:20][CH:21]=[CH:22][CH:23]=1)[C@H:15]([OH:32])[CH2:14][NH:13][CH2:12][C:11]1[CH:10]=[C:9]([OH:8])[CH:35]=[C:34]([CH:36]([CH3:37])[CH3:38])[CH:33]=1. (3) Given the reactants [OH:1][C:2]1[C:3]([O:20][CH3:21])=[C:4]([C:10]2[CH:11]=[C:12]3[C:16](=[CH:17][CH:18]=2)[C:15](=[O:19])[O:14][CH2:13]3)[CH:5]=[CH:6][C:7]=1[O:8][CH3:9].C(=O)([O-])[O-].[K+].[K+].[CH2:28](Br)[CH:29]([CH3:31])[CH3:30], predict the reaction product. The product is: [CH2:28]([O:1][C:2]1[C:3]([O:20][CH3:21])=[C:4]([C:10]2[CH:11]=[C:12]3[C:16](=[CH:17][CH:18]=2)[C:15](=[O:19])[O:14][CH2:13]3)[CH:5]=[CH:6][C:7]=1[O:8][CH3:9])[CH:29]([CH3:31])[CH3:30]. (4) Given the reactants [H-].[Na+].C(OC(N1CCC(O)CC1)=O)(C)(C)C.[Cl:17]C1N=CC=CN=1.C(OC([N:31]1[CH2:36][CH2:35][CH:34]([O:37][C:38]2[N:43]=[CH:42][CH:41]=[CH:40][N:39]=2)[CH2:33][CH2:32]1)=O)(C)(C)C.Cl, predict the reaction product. The product is: [N:39]1[CH:40]=[CH:41][CH:42]=[N:43][C:38]=1[O:37][CH:34]1[CH2:35][CH2:36][NH:31][CH2:32][CH2:33]1.[ClH:17]. (5) Given the reactants [CH:1]1([N:7]2[C:11]3[CH:12]=[CH:13][C:14]([CH:16]=O)=[CH:15][C:10]=3[N:9]=[C:8]2[NH:18][C:19]2[C:27]3[C:22](=[CH:23][CH:24]=[C:25]([C:28]4[CH:29]=[N:30][CH:31]=[CH:32][C:33]=4[O:34][CH3:35])[CH:26]=3)[N:21]([CH2:36][O:37][CH2:38][CH2:39][Si:40]([CH3:43])([CH3:42])[CH3:41])[N:20]=2)[CH2:6][CH2:5][CH2:4][CH2:3][CH2:2]1.[NH:44]1[CH2:49][CH2:48][O:47][CH2:46][CH2:45]1.C(O)(=O)C.C(O[BH-](OC(=O)C)OC(=O)C)(=O)C.[Na+], predict the reaction product. The product is: [CH:1]1([N:7]2[C:11]3[CH:12]=[CH:13][C:14]([CH2:16][N:44]4[CH2:49][CH2:48][O:47][CH2:46][CH2:45]4)=[CH:15][C:10]=3[N:9]=[C:8]2[NH:18][C:19]2[C:27]3[C:22](=[CH:23][CH:24]=[C:25]([C:28]4[CH:29]=[N:30][CH:31]=[CH:32][C:33]=4[O:34][CH3:35])[CH:26]=3)[N:21]([CH2:36][O:37][CH2:38][CH2:39][Si:40]([CH3:42])([CH3:41])[CH3:43])[N:20]=2)[CH2:6][CH2:5][CH2:4][CH2:3][CH2:2]1. (6) Given the reactants [Cl:1][C:2]1[CH:7]=[CH:6][C:5]([C:8]2[CH:9]=[C:10]([C:20](O)=[O:21])[CH:11]=[N:12][C:13]=2[O:14][CH2:15][C:16]([F:19])([F:18])[F:17])=[CH:4][CH:3]=1.[CH2:23]([C:25]1[S:26][CH:27]=[C:28]([CH2:30][NH2:31])[N:29]=1)[CH3:24], predict the reaction product. The product is: [Cl:1][C:2]1[CH:7]=[CH:6][C:5]([C:8]2[C:13]([O:14][CH2:15][C:16]([F:17])([F:19])[F:18])=[N:12][CH:11]=[C:10]([CH:9]=2)[C:20]([NH:31][CH2:30][C:28]2[N:29]=[C:25]([CH2:23][CH3:24])[S:26][CH:27]=2)=[O:21])=[CH:4][CH:3]=1. (7) Given the reactants [F:1][CH:2]1[CH2:7][CH:6]([C:8]2[CH:13]=[CH:12][C:11]([N+:14]([O-:16])=[O:15])=[CH:10][C:9]=2[F:17])[CH2:5][CH2:4][CH:3]1[OH:18].N1C=CN=C1.[Si](Cl)(C(C)(C)C)(C)C, predict the reaction product. The product is: [F:1][CH:2]1[CH2:7][CH:6]([C:8]2[CH:13]=[CH:12][C:11]([N+:14]([O-:16])=[O:15])=[CH:10][C:9]=2[F:17])[CH2:5][CH2:4][C:3]1=[O:18].